Dataset: Full USPTO retrosynthesis dataset with 1.9M reactions from patents (1976-2016). Task: Predict the reactants needed to synthesize the given product. (1) Given the product [CH:38]1([C:41]([N:26]2[CH2:25][CH:24]=[C:23]([C:21]3[CH:20]=[C:19]4[N:18]([CH:22]=3)[N:17]=[CH:16][N:15]=[C:14]4[N:12]3[CH2:13][CH:10]([C:8]([NH:7][CH2:6][C:5]4[CH:4]=[CH:3][C:2]([CH3:1])=[CH:30][CH:29]=4)=[O:9])[CH2:11]3)[CH2:28][CH2:27]2)=[O:42])[CH2:40][CH2:39]1, predict the reactants needed to synthesize it. The reactants are: [CH3:1][C:2]1[CH:30]=[CH:29][C:5]([CH2:6][NH:7][C:8]([CH:10]2[CH2:13][N:12]([C:14]3[C:19]4=[CH:20][C:21]([C:23]5[CH2:24][CH2:25][NH:26][CH2:27][CH:28]=5)=[CH:22][N:18]4[N:17]=[CH:16][N:15]=3)[CH2:11]2)=[O:9])=[CH:4][CH:3]=1.CCN(CC)CC.[CH:38]1([C:41](Cl)=[O:42])[CH2:40][CH2:39]1. (2) Given the product [NH:1]1[CH2:6][CH2:5][CH:4]([C:12]2[CH:13]=[C:8]([NH:16][C:17](=[O:18])[CH2:19][CH3:20])[CH:9]=[CH:10][CH:11]=2)[CH2:3][CH2:2]1, predict the reactants needed to synthesize it. The reactants are: [NH:1]1[CH2:6][CH2:5][CH2:4][CH2:3][CH2:2]1.C(I)[C:8]1[CH:13]=[CH:12][CH:11]=[CH:10][CH:9]=1.[Br-].[N-:16]=[C:17]=[O:18].[C:19](#N)[CH3:20].